The task is: Predict the product of the given reaction.. This data is from Forward reaction prediction with 1.9M reactions from USPTO patents (1976-2016). (1) Given the reactants [Cl:1][C:2]1[CH:3]=[C:4]([O:9][CH2:10][CH:11]=[CH2:12])[C:5]([NH2:8])=[N:6][CH:7]=1.CCN(C(C)C)C(C)C.[CH3:22][O:23][C:24]1[CH:25]=[C:26]([CH2:32][S:33](Cl)(=[O:35])=[O:34])[CH:27]=[C:28]([O:30][CH3:31])[CH:29]=1, predict the reaction product. The product is: [Cl:1][C:2]1[CH:3]=[C:4]([O:9][CH2:10][CH:11]=[CH2:12])[C:5]([NH:8][S:33]([CH2:32][C:26]2[CH:27]=[C:28]([O:30][CH3:31])[CH:29]=[C:24]([O:23][CH3:22])[CH:25]=2)(=[O:35])=[O:34])=[N:6][CH:7]=1. (2) The product is: [ClH:51].[CH:1]1([C:4]2[CH:5]=[C:6](/[C:16](=[CH:29]\[C@H:30]3[CH2:50][CH2:49][C:32](=[O:33])[CH2:31]3)/[C:17]([NH:19][C:20]3[CH:28]=[CH:27][C:23]([C:24]([OH:26])=[O:25])=[CH:22][N:21]=3)=[O:18])[CH:7]=[CH:8][C:9]=2[S:10]([CH:13]2[CH2:15][CH2:14]2)(=[O:11])=[O:12])[CH2:2][CH2:3]1. Given the reactants [CH:1]1([C:4]2[CH:5]=[C:6](/[C:16](=[CH:29]\[C@H:30]3[CH2:50][CH2:49][C:32]4(O[C@H](C5C=CC=CC=5)[C@@H](C5C=CC=CC=5)[O:33]4)[CH2:31]3)/[C:17]([NH:19][C:20]3[CH:28]=[CH:27][C:23]([C:24]([OH:26])=[O:25])=[CH:22][N:21]=3)=[O:18])[CH:7]=[CH:8][C:9]=2[S:10]([CH:13]2[CH2:15][CH2:14]2)(=[O:12])=[O:11])[CH2:3][CH2:2]1.[ClH:51].Cl.C(OCC)(=O)C, predict the reaction product.